From a dataset of Catalyst prediction with 721,799 reactions and 888 catalyst types from USPTO. Predict which catalyst facilitates the given reaction. (1) Reactant: [C:1]([CH2:3][NH:4][C:5]([CH:7]([NH:12]C(=O)OC(C)(C)C)[CH2:8][CH:9]([CH3:11])[CH3:10])=[O:6])#[N:2].[C:20]1([CH3:30])[CH:25]=[CH:24][C:23]([S:26]([OH:29])(=[O:28])=[O:27])=[CH:22][CH:21]=1. Product: [C:20]1([CH3:30])[CH:21]=[CH:22][C:23]([S:26]([OH:29])(=[O:27])=[O:28])=[CH:24][CH:25]=1.[NH2:12][CH:7]([CH2:8][CH:9]([CH3:11])[CH3:10])[C:5]([NH:4][CH2:3][C:1]#[N:2])=[O:6]. The catalyst class is: 2. (2) Reactant: C(OC(=O)[NH:7][CH:8]([C:10]1[CH:15]=[CH:14][CH:13]=[C:12]([N:16]2[CH2:21][CH2:20][O:19][CH2:18][CH2:17]2)[CH:11]=1)[CH3:9])(C)(C)C.[ClH:23]. Product: [ClH:23].[N:16]1([C:12]2[CH:11]=[C:10]([CH:8]([NH2:7])[CH3:9])[CH:15]=[CH:14][CH:13]=2)[CH2:21][CH2:20][O:19][CH2:18][CH2:17]1. The catalyst class is: 5. (3) Reactant: [Cl-:1].[CH3:2][N:3]([CH3:9])[C:4](=[NH:8])[N:5]([CH3:7])[CH3:6].C[O-].[Na+]. Product: [Cl-:1].[CH3:2][N:3]([CH3:9])[C:4](=[NH2+:8])[N:5]([CH3:7])[CH3:6]. The catalyst class is: 4. (4) Reactant: [C:1]([O:20]C)(=O)[CH2:2][CH2:3][CH2:4][CH2:5][CH2:6][CH2:7][CH2:8][CH2:9][CH2:10][CH2:11][CH2:12][CH2:13][CH2:14][CH2:15][CH2:16][CH2:17][CH3:18].[CH3:22][N:23]([CH3:28])[CH2:24][CH2:25][CH2:26][NH2:27]. Product: [C:1]([NH:27][CH2:26][CH2:25][CH2:24][N:23]([CH3:28])[CH3:22])(=[O:20])[CH2:2][CH2:3][CH2:4][CH2:5][CH2:6][CH2:7][CH2:8][CH2:9][CH2:10][CH2:11][CH2:12][CH2:13][CH2:14][CH2:15][CH2:16][CH2:17][CH3:18]. The catalyst class is: 5. (5) Reactant: [Br:1][C:2]1[CH:7]=[CH:6][C:5]([F:8])=[CH:4][C:3]=1[C:9]([CH3:14])([CH3:13])[C:10]([OH:12])=O.ClC(Cl)(OC(=O)OC(Cl)(Cl)Cl)Cl.C(N(CC)CC)C.[CH2:34]([N:41]1[CH2:46][CH2:45][CH:44]([NH2:47])[CH2:43][CH2:42]1)[C:35]1[CH:40]=[CH:39][CH:38]=[CH:37][CH:36]=1. Product: [CH2:34]([N:41]1[CH2:46][CH2:45][CH:44]([NH:47][C:10](=[O:12])[C:9]([C:3]2[CH:4]=[C:5]([F:8])[CH:6]=[CH:7][C:2]=2[Br:1])([CH3:14])[CH3:13])[CH2:43][CH2:42]1)[C:35]1[CH:36]=[CH:37][CH:38]=[CH:39][CH:40]=1. The catalyst class is: 7. (6) Reactant: Br[C:2]1[CH:3]=[C:4]2[C:9](=[CH:10][CH:11]=1)[N:8]=[C:7]([O:12][CH3:13])[C:6]([C:14](N1CCCC1)=[O:15])=[C:5]2[Cl:21].[CH3:22][N:23]1[C:27]([C:28]([C:30]2[CH:31]=[N:32][C:33]([C:36]([F:39])([F:38])[F:37])=[CH:34][CH:35]=2)=[O:29])=[CH:26][N:25]=[CH:24]1.[Li]CCCC.[NH4+].[Cl-].C1C[O:50]CC1. Product: [Cl:21][C:5]1[C:4]2[C:9](=[CH:10][CH:11]=[C:2]([C:28]([OH:29])([C:27]3[N:23]([CH3:22])[CH:24]=[N:25][CH:26]=3)[C:30]3[CH:31]=[N:32][C:33]([C:36]([F:39])([F:37])[F:38])=[CH:34][CH:35]=3)[CH:3]=2)[N:8]=[C:7]([O:12][CH3:13])[C:6]=1[C:14]([OH:15])=[O:50]. The catalyst class is: 161. (7) The catalyst class is: 583. Product: [N:9]1([S:6]([N:27]2[CH2:28][CH2:29][N:30]([C:32]3[C:33]4[CH:40]=[CH:39][NH:38][C:34]=4[N:35]=[CH:36][N:37]=3)[CH2:31][C:26]32[CH2:24][CH2:25]3)(=[O:8])=[O:7])[CH2:14][CH2:13][CH2:12][CH2:11][CH2:10]1. Reactant: N1([S:6]([N:9]2[CH2:14][CH2:13][CH2:12][CH2:11][CH2:10]2)(=[O:8])=[O:7])C=CN=C1.COS(C(F)(F)F)(=O)=O.[CH2:24]1[C:26]2([CH2:31][N:30]([C:32]3[C:33]4[CH:40]=[CH:39][NH:38][C:34]=4[N:35]=[CH:36][N:37]=3)[CH2:29][CH2:28][NH:27]2)[CH2:25]1.